This data is from Forward reaction prediction with 1.9M reactions from USPTO patents (1976-2016). The task is: Predict the product of the given reaction. (1) The product is: [Cl:26][C:27]1[CH:32]=[CH:31][C:30]([Cl:33])=[CH:29][C:28]=1[S:34]([NH:1][C@H:2]1[CH2:6][N:5]([C:7]([O:9][C:10]([CH3:12])([CH3:13])[CH3:11])=[O:8])[C@@H:4]([CH2:14][N:15]2[C:23](=[O:24])[C:22]3[C:17](=[CH:18][CH:19]=[CH:20][CH:21]=3)[C:16]2=[O:25])[CH2:3]1)(=[O:36])=[O:35]. Given the reactants [NH2:1][C@H:2]1[CH2:6][N:5]([C:7]([O:9][C:10]([CH3:13])([CH3:12])[CH3:11])=[O:8])[C@@H:4]([CH2:14][N:15]2[C:23](=[O:24])[C:22]3[C:17](=[CH:18][CH:19]=[CH:20][CH:21]=3)[C:16]2=[O:25])[CH2:3]1.[Cl:26][C:27]1[CH:32]=[CH:31][C:30]([Cl:33])=[CH:29][C:28]=1[S:34](Cl)(=[O:36])=[O:35].CCN(C(C)C)C(C)C, predict the reaction product. (2) The product is: [OH2:3].[ClH:21].[CH3:10][N:9]1[C:5]([CH:4]=[O:3])=[N:6][C:7]([C:11]2[CH:16]=[CH:15][CH:14]=[C:13]([CH3:17])[N:12]=2)=[N:8]1. Given the reactants C([O:3][CH:4](OCC)[C:5]1[N:9]([CH3:10])[N:8]=[C:7]([C:11]2[CH:16]=[CH:15][CH:14]=[C:13]([CH3:17])[N:12]=2)[N:6]=1)C.[ClH:21], predict the reaction product. (3) Given the reactants [C:1]([O:5][CH:6]([C:12]1[C:21]([CH3:22])=[CH:20][C:19]2[C:14](=[CH:15][CH:16]=[C:17]([C:23]#[C:24][CH:25]3[CH2:27][CH2:26]3)[CH:18]=2)[C:13]=1[OH:28])[C:7]([O:9][CH2:10][CH3:11])=[O:8])([CH3:4])([CH3:3])[CH3:2].C(N(CC)CC)C.[F:36][C:37]([F:50])([F:49])[S:38](O[S:38]([C:37]([F:50])([F:49])[F:36])(=[O:40])=[O:39])(=[O:40])=[O:39], predict the reaction product. The product is: [C:1]([O:5][C@@H:6]([C:12]1[C:21]([CH3:22])=[CH:20][C:19]2[C:14](=[CH:15][CH:16]=[C:17]([C:23]#[C:24][CH:25]3[CH2:26][CH2:27]3)[CH:18]=2)[C:13]=1[O:28][S:38]([C:37]([F:50])([F:49])[F:36])(=[O:40])=[O:39])[C:7]([O:9][CH2:10][CH3:11])=[O:8])([CH3:2])([CH3:3])[CH3:4]. (4) Given the reactants [C:1]1([C:17]2[CH:22]=[CH:21][CH:20]=[CH:19][CH:18]=2)[CH:6]=[CH:5][CH:4]=[CH:3][C:2]=1[C:7]([N:9]1[CH:16]2[CH:11]([CH2:12][CH2:13][NH:14][CH2:15]2)[CH2:10]1)=[O:8].Cl[C:24]1[N:29]=[C:28]([CH3:30])[CH:27]=[C:26]([CH3:31])[N:25]=1.ClC1C=NC2C(=CC=CC=2)N=1, predict the reaction product. The product is: [C:1]1([C:17]2[CH:22]=[CH:21][CH:20]=[CH:19][CH:18]=2)[CH:6]=[CH:5][CH:4]=[CH:3][C:2]=1[C:7]([N:9]1[C@@H:16]2[C@@H:11]([CH2:12][CH2:13][N:14]([C:24]3[N:29]=[C:28]([CH3:30])[CH:27]=[C:26]([CH3:31])[N:25]=3)[CH2:15]2)[CH2:10]1)=[O:8]. (5) Given the reactants [F:1][C:2]1[CH:23]=[CH:22][C:5]([CH2:6][CH2:7][C:8]2[CH:17]=[CH:16][C:11]([C:12]([O:14]C)=[O:13])=[CH:10][C:9]=2[C:18]([O:20][CH3:21])=[O:19])=[CH:4][CH:3]=1.O1CCOCC1.CO.[OH-].[Na+], predict the reaction product. The product is: [F:1][C:2]1[CH:3]=[CH:4][C:5]([CH2:6][CH2:7][C:8]2[CH:17]=[CH:16][C:11]([C:12]([OH:14])=[O:13])=[CH:10][C:9]=2[C:18]([O:20][CH3:21])=[O:19])=[CH:22][CH:23]=1. (6) Given the reactants [F:1][C:2]1[C:11]2[O:10][CH2:9][CH:8]([CH2:12]OS(C3C=CC(C)=CC=3)(=O)=O)[O:7][C:6]=2[CH:5]=[C:4]([S:24]([CH3:27])(=[O:26])=[O:25])[CH:3]=1.[CH2:28]([NH:30][CH2:31][CH3:32])[CH3:29], predict the reaction product. The product is: [CH2:28]([N:30]([CH2:12][CH:8]1[O:7][C:6]2[CH:5]=[C:4]([S:24]([CH3:27])(=[O:25])=[O:26])[CH:3]=[C:2]([F:1])[C:11]=2[O:10][CH2:9]1)[CH2:31][CH3:32])[CH3:29]. (7) Given the reactants [Cl:1][C:2]1[CH:3]=[CH:4][C:5]([O:18][CH2:19][CH:20]([CH3:22])[CH3:21])=[C:6]([CH2:8][N:9]2[C:13]([CH3:14])=[CH:12][C:11]([C:15](O)=[O:16])=[N:10]2)[CH:7]=1.S(Cl)([Cl:25])=O, predict the reaction product. The product is: [Cl:1][C:2]1[CH:3]=[CH:4][C:5]([O:18][CH2:19][CH:20]([CH3:22])[CH3:21])=[C:6]([CH2:8][N:9]2[C:13]([CH3:14])=[CH:12][C:11]([C:15]([Cl:25])=[O:16])=[N:10]2)[CH:7]=1. (8) Given the reactants [F:1][C:2]1[CH:3]=[C:4]([C:10](=[O:12])[CH3:11])[CH:5]=[C:6]([F:9])[C:7]=1[F:8].ClC1C=C(C2O[N:24]=[C:23]([C:26]([OH:28])=[O:27])C=2)C=CC=1F, predict the reaction product. The product is: [F:1][C:2]1[CH:3]=[C:4]([C:10]2[O:12][N:24]=[C:23]([C:26]([OH:28])=[O:27])[CH:11]=2)[CH:5]=[C:6]([F:9])[C:7]=1[F:8]. (9) Given the reactants [F:1][C:2]1[CH:18]=[CH:17][CH:16]=[C:15]([C:19](F)(F)F)[C:3]=1[CH2:4][N:5]1[C:10]([CH3:11])=[C:9](I)[C:8](=[O:13])[NH:7][C:6]1=[O:14].[Cl:23][C:24]1[C:29]([O:30][CH3:31])=[CH:28][CH:27]=[CH:26][C:25]=1B1OC(C)(C)C(C)(C)O1.[OH-].[Na+].C(O)(=O)C, predict the reaction product. The product is: [Cl:23][C:24]1[C:29]([O:30][CH3:31])=[CH:28][CH:27]=[CH:26][C:25]=1[C:9]1[C:8](=[O:13])[NH:7][C:6](=[O:14])[N:5]([CH2:4][C:3]2[C:15]([CH3:19])=[CH:16][CH:17]=[CH:18][C:2]=2[F:1])[C:10]=1[CH3:11]. (10) Given the reactants [CH3:1][C:2]1([C:7]2[O:11][C:10]([CH2:12][N:13]3[CH:17]=[C:16]([NH2:18])[CH:15]=[N:14]3)=[CH:9][CH:8]=2)[O:6]CCO1.[CH3:19][C:20]1[O:21][C:22]([C:28]2[CH:33]=[CH:32][CH:31]=[CH:30][C:29]=2[CH3:34])=[C:23]([C:25](O)=[O:26])[N:24]=1, predict the reaction product. The product is: [C:2]([C:7]1[O:11][C:10]([CH2:12][N:13]2[CH:17]=[C:16]([NH:18][C:25]([C:23]3[N:24]=[C:20]([CH3:19])[O:21][C:22]=3[C:28]3[CH:33]=[CH:32][CH:31]=[CH:30][C:29]=3[CH3:34])=[O:26])[CH:15]=[N:14]2)=[CH:9][CH:8]=1)(=[O:6])[CH3:1].